Dataset: Catalyst prediction with 721,799 reactions and 888 catalyst types from USPTO. Task: Predict which catalyst facilitates the given reaction. (1) Product: [O:1]=[C:2]1[CH:7]([C:8]2[CH:9]=[CH:10][CH:11]=[CH:12][CH:13]=2)[CH2:6][CH2:5][CH2:4][N:3]1[CH2:14][C:15]([OH:17])=[O:16]. The catalyst class is: 5. Reactant: [O:1]=[C:2]1[CH:7]([C:8]2[CH:13]=[CH:12][CH:11]=[CH:10][CH:9]=2)[CH2:6][CH2:5][CH2:4][N:3]1[CH2:14][C:15]([O:17]CC)=[O:16].[OH-].[Na+].C(OCC)(=O)C. (2) Reactant: [Cl:1][C:2]1[CH:7]=[CH:6][C:5]([CH:8]([C:12]2[C:20]3[C:15](=[C:16]([CH2:22][S:23][CH3:24])[CH:17]=[C:18]([F:21])[CH:19]=3)[NH:14][CH:13]=2)[CH2:9][CH2:10][OH:11])=[C:4]([F:25])[CH:3]=1.ClC1C=CC=C(C(OO)=[O:34])C=1. Product: [Cl:1][C:2]1[CH:7]=[CH:6][C:5]([CH:8]([C:12]2[C:20]3[C:15](=[C:16]([CH2:22][S:23]([CH3:24])=[O:34])[CH:17]=[C:18]([F:21])[CH:19]=3)[NH:14][CH:13]=2)[CH2:9][CH2:10][OH:11])=[C:4]([F:25])[CH:3]=1. The catalyst class is: 4.